From a dataset of Reaction yield outcomes from USPTO patents with 853,638 reactions. Predict the reaction yield, written as a fraction of the theoretical maximum amount of product (1.0 means a 100% yield; for example, 0.34 means a 34% yield). (1) The reactants are ClC[CH2:3][CH2:4][N:5]([CH3:7])[CH3:6].[CH2:8]([O:10][C:11](=[O:23])[C:12]([C:14]1[C:22]2[C:17](=[CH:18][CH:19]=[CH:20][CH:21]=2)[NH:16][CH:15]=1)=[O:13])[CH3:9].C([O-])([O-])=O.[Cs+].[Cs+]. No catalyst specified. The product is [CH2:8]([O:10][C:11](=[O:23])[C:12]([C:14]1[C:22]2[C:17](=[CH:18][CH:19]=[CH:20][CH:21]=2)[N:16]([CH2:3][CH2:4][N:5]([CH3:7])[CH3:6])[CH:15]=1)=[O:13])[CH3:9]. The yield is 0.630. (2) The reactants are [F:1][CH:2]([F:22])[C:3]1[NH:7][C:6]2[C:8]([C:18]([O:20][CH3:21])=[O:19])=[CH:9][C:10]([N:12]3[CH2:17][CH2:16][O:15][CH2:14][CH2:13]3)=[CH:11][C:5]=2[N:4]=1.C([O-])([O-])=O.[K+].[K+].Br[CH2:30][C:31]1[C:40]2[C:35](=[CH:36][CH:37]=[CH:38][CH:39]=2)[CH:34]=[CH:33][CH:32]=1. The catalyst is CN(C=O)C. The product is [F:22][CH:2]([F:1])[C:3]1[N:4]([CH2:30][C:31]2[C:40]3[C:35](=[CH:36][CH:37]=[CH:38][CH:39]=3)[CH:34]=[CH:33][CH:32]=2)[C:5]2[CH:11]=[C:10]([N:12]3[CH2:17][CH2:16][O:15][CH2:14][CH2:13]3)[CH:9]=[C:8]([C:18]([O:20][CH3:21])=[O:19])[C:6]=2[N:7]=1. The yield is 0.980.